Dataset: Reaction yield outcomes from USPTO patents with 853,638 reactions. Task: Predict the reaction yield, written as a fraction of the theoretical maximum amount of product (1.0 means a 100% yield; for example, 0.34 means a 34% yield). (1) The reactants are [F:1][CH:2]([F:12])[O:3][C:4]1[CH:11]=[CH:10][C:7]([CH:8]=O)=[CH:6][CH:5]=1.[CH3:13][C:14]([S@@:17]([NH2:19])=[O:18])([CH3:16])[CH3:15]. The catalyst is C1COCC1.[Cl-].[Na+].O. The product is [F:1][CH:2]([F:12])[O:3][C:4]1[CH:11]=[CH:10][C:7](/[CH:8]=[N:19]/[S@:17]([C:14]([CH3:16])([CH3:15])[CH3:13])=[O:18])=[CH:6][CH:5]=1. The yield is 1.00. (2) The yield is 0.470. The product is [N+:27]([C:16]1[CH:15]=[C:14]([N:1]2[CH2:6][CH2:5][NH:4][CH2:3][CH2:2]2)[CH:19]=[CH:18][C:17]=1[S:20][C:21]1[CH:22]=[CH:23][CH:24]=[CH:25][CH:26]=1)([O-:29])=[O:28]. The reactants are [NH:1]1[CH2:6][CH2:5][NH:4][CH2:3][CH2:2]1.C(=O)([O-])[O-].[K+].[K+].F[C:14]1[CH:19]=[CH:18][C:17]([S:20][C:21]2[CH:26]=[CH:25][CH:24]=[CH:23][CH:22]=2)=[C:16]([N+:27]([O-:29])=[O:28])[CH:15]=1.O. The catalyst is C(#N)C.C(Cl)Cl. (3) The reactants are C([N:8]1[CH2:13][CH2:12][C:11]([C:15]2[CH:20]=[CH:19][C:18]([Cl:21])=[CH:17][CH:16]=2)(C)[CH2:10][CH2:9]1)C1C=CC=CC=1.ClC(OC(Cl)=O)C. The catalyst is C(Cl)Cl. The product is [Cl:21][C:18]1[CH:19]=[CH:20][C:15]([CH:11]2[CH:10]=[CH:9][NH:8][CH2:13][CH2:12]2)=[CH:16][CH:17]=1. The yield is 1.00. (4) The reactants are [F:1][CH:2]([F:22])[C:3]1[NH:7][C:6]2[C:8]([C:18]([O:20][CH3:21])=[O:19])=[CH:9][C:10]([N:12]3[CH2:17][CH2:16][O:15][CH2:14][CH2:13]3)=[CH:11][C:5]=2[N:4]=1.C([O-])([O-])=O.[K+].[K+].Br[CH2:30][C:31]1[CH:36]=[CH:35][CH:34]=[C:33]([C:37]([F:40])([F:39])[F:38])[C:32]=1[CH3:41]. The catalyst is CN(C=O)C. The product is [F:22][CH:2]([F:1])[C:3]1[N:4]([CH2:30][C:31]2[CH:36]=[CH:35][CH:34]=[C:33]([C:37]([F:38])([F:39])[F:40])[C:32]=2[CH3:41])[C:5]2[CH:11]=[C:10]([N:12]3[CH2:17][CH2:16][O:15][CH2:14][CH2:13]3)[CH:9]=[C:8]([C:18]([O:20][CH3:21])=[O:19])[C:6]=2[N:7]=1. The yield is 0.980. (5) The reactants are [F:1][C:2]1[CH:7]=[CH:6][C:5]([NH:8][C:9]2[N:10]([CH3:26])[C:11]3[C:20]4[C:19](=[O:21])[NH:18][C:17]([CH:22]=[O:23])=[C:16]([CH3:24])[C:15]=4[CH:14]=[CH:13][C:12]=3[N:25]=2)=[C:4]([CH3:27])[CH:3]=1.[CH:28]([Mg]Br)=[CH2:29]. The catalyst is C1COCC1. The product is [F:1][C:2]1[CH:7]=[CH:6][C:5]([NH:8][C:9]2[N:10]([CH3:26])[C:11]3[C:20]4[C:19](=[O:21])[NH:18][C:17]([CH:22]([OH:23])[CH:28]=[CH2:29])=[C:16]([CH3:24])[C:15]=4[CH:14]=[CH:13][C:12]=3[N:25]=2)=[C:4]([CH3:27])[CH:3]=1. The yield is 0.910. (6) The reactants are [Cl:1][C:2]1[N:14]=[C:13](Cl)[C:12]([CH3:16])=[C:11]([CH3:17])[C:3]=1[C:4]([O:6][C:7]([CH3:10])([CH3:9])[CH3:8])=[O:5].CC1(C)C2C(=C(P(C3C=CC=CC=3)C3C=CC=CC=3)C=CC=2)OC2C(P(C3C=CC=CC=3)C3C=CC=CC=3)=CC=CC1=2.C([O-])([O-])=O.[Cs+].[Cs+].C(=[NH:79])(C1C=CC=CC=1)C1C=CC=CC=1.CC([O-])=O.[Na+].Cl.[OH-].[Na+]. The catalyst is O1CCOCC1.CCOC(C)=O.C1C=CC(/C=C/C(/C=C/C2C=CC=CC=2)=O)=CC=1.C1C=CC(/C=C/C(/C=C/C2C=CC=CC=2)=O)=CC=1.C1C=CC(/C=C/C(/C=C/C2C=CC=CC=2)=O)=CC=1.[Pd].[Pd]. The product is [NH2:79][C:13]1[C:12]([CH3:16])=[C:11]([CH3:17])[C:3]([C:4]([O:6][C:7]([CH3:10])([CH3:9])[CH3:8])=[O:5])=[C:2]([Cl:1])[N:14]=1. The yield is 0.620. (7) The reactants are [S:1]1[CH:5]=[CH:4][N:3]=[CH:2]1.[Si:6]([O:13][CH2:14][C:15](=[O:17])[CH3:16])([C:9]([CH3:12])([CH3:11])[CH3:10])([CH3:8])[CH3:7]. The catalyst is C1COCC1. The product is [Si:6]([O:13][CH2:14][C:15]([C:2]1[S:1][CH:5]=[CH:4][N:3]=1)([OH:17])[CH3:16])([C:9]([CH3:12])([CH3:11])[CH3:10])([CH3:8])[CH3:7]. The yield is 0.400. (8) The reactants are C([O:3][CH:4]=[CH:5][C:6]1[C:11]([C:12](OCC)=[O:13])=[N:10][CH:9]=[C:8]2[N:17]([CH2:20][C:21]3[CH:26]=[CH:25][C:24]([F:27])=[CH:23][CH:22]=3)[CH:18]=[CH:19][C:7]=12)C. The catalyst is CO.O.Cl. The product is [F:27][C:24]1[CH:23]=[CH:22][C:21]([CH2:20][N:17]2[C:8]3[C:7](=[C:6]4[CH:5]=[CH:4][O:3][C:12](=[O:13])[C:11]4=[N:10][CH:9]=3)[CH:19]=[CH:18]2)=[CH:26][CH:25]=1. The yield is 0.340. (9) The reactants are [CH2:1]([O:8][C@@H:9]1[C@@H:17]([C:18](=O)[CH3:19])[O:16][C@H:15]2[C@H:11]([N:12]=[C:13]([N:21]([CH3:23])[CH3:22])[S:14]2)[C@H:10]1[O:24][CH2:25][C:26]1[CH:31]=[CH:30][CH:29]=[CH:28][CH:27]=1)[C:2]1[CH:7]=[CH:6][CH:5]=[CH:4][CH:3]=1.[CH3:32][C:33]([S:36]([NH2:38])=[O:37])([CH3:35])[CH3:34]. The catalyst is C1COCC1. The product is [CH2:1]([O:8][C@@H:9]1[C@@H:17]([C:18](=[N:38][S:36]([C:33]([CH3:35])([CH3:34])[CH3:32])=[O:37])[CH3:19])[O:16][C@H:15]2[C@H:11]([N:12]=[C:13]([N:21]([CH3:22])[CH3:23])[S:14]2)[C@H:10]1[O:24][CH2:25][C:26]1[CH:27]=[CH:28][CH:29]=[CH:30][CH:31]=1)[C:2]1[CH:3]=[CH:4][CH:5]=[CH:6][CH:7]=1. The yield is 0.640. (10) No catalyst specified. The reactants are [CH3:1][NH:2][C@H:3]1[CH2:8][CH2:7][C@H:6]([C:9]2[CH:18]=[CH:17][C:12]3[NH:13][C:14](=[O:16])[O:15][C:11]=3[CH:10]=2)[CH2:5][CH2:4]1.[Cl:19][C:20]1[CH:25]=[C:24]([Cl:26])[CH:23]=[CH:22][C:21]=1[CH2:27][CH2:28][CH:29]=O.Cl. The yield is 0.500. The product is [Cl:19][C:20]1[CH:25]=[C:24]([Cl:26])[CH:23]=[CH:22][C:21]=1[CH2:27][CH2:28][CH2:29][N:2]([CH3:1])[C@H:3]1[CH2:4][CH2:5][C@H:6]([C:9]2[CH:18]=[CH:17][C:12]3[NH:13][C:14](=[O:16])[O:15][C:11]=3[CH:10]=2)[CH2:7][CH2:8]1.